Dataset: Peptide-MHC class I binding affinity with 185,985 pairs from IEDB/IMGT. Task: Regression. Given a peptide amino acid sequence and an MHC pseudo amino acid sequence, predict their binding affinity value. This is MHC class I binding data. (1) The peptide sequence is LTIVFVPEV. The MHC is HLA-A26:01 with pseudo-sequence HLA-A26:01. The binding affinity (normalized) is 0.0847. (2) The peptide sequence is LAGAWGDLW. The MHC is Mamu-B17 with pseudo-sequence Mamu-B17. The binding affinity (normalized) is 0.713.